The task is: Regression. Given two drug SMILES strings and cell line genomic features, predict the synergy score measuring deviation from expected non-interaction effect.. This data is from NCI-60 drug combinations with 297,098 pairs across 59 cell lines. (1) Drug 1: CCN(CC)CCNC(=O)C1=C(NC(=C1C)C=C2C3=C(C=CC(=C3)F)NC2=O)C. Drug 2: C(CCl)NC(=O)N(CCCl)N=O. Cell line: NCI-H522. Synergy scores: CSS=1.93, Synergy_ZIP=-0.176, Synergy_Bliss=-0.104, Synergy_Loewe=-0.993, Synergy_HSA=-2.39. (2) Drug 1: C1=CC=C(C(=C1)C(C2=CC=C(C=C2)Cl)C(Cl)Cl)Cl. Drug 2: N.N.Cl[Pt+2]Cl. Cell line: M14. Synergy scores: CSS=25.0, Synergy_ZIP=-5.14, Synergy_Bliss=-0.715, Synergy_Loewe=-18.0, Synergy_HSA=-2.43. (3) Drug 1: C1=C(C(=O)NC(=O)N1)F. Drug 2: C1C(C(OC1N2C=NC3=C2NC=NCC3O)CO)O. Cell line: SF-268. Synergy scores: CSS=30.0, Synergy_ZIP=8.65, Synergy_Bliss=9.83, Synergy_Loewe=5.92, Synergy_HSA=9.72. (4) Drug 1: CC1=CC=C(C=C1)C2=CC(=NN2C3=CC=C(C=C3)S(=O)(=O)N)C(F)(F)F. Drug 2: CCCCCOC(=O)NC1=NC(=O)N(C=C1F)C2C(C(C(O2)C)O)O. Cell line: SF-268. Synergy scores: CSS=-0.948, Synergy_ZIP=-0.430, Synergy_Bliss=-2.38, Synergy_Loewe=-2.99, Synergy_HSA=-2.85. (5) Drug 1: CCC1(CC2CC(C3=C(CCN(C2)C1)C4=CC=CC=C4N3)(C5=C(C=C6C(=C5)C78CCN9C7C(C=CC9)(C(C(C8N6C)(C(=O)OC)O)OC(=O)C)CC)OC)C(=O)OC)O.OS(=O)(=O)O. Drug 2: CC12CCC3C(C1CCC2OP(=O)(O)O)CCC4=C3C=CC(=C4)OC(=O)N(CCCl)CCCl.[Na+]. Cell line: OVCAR-4. Synergy scores: CSS=11.5, Synergy_ZIP=1.06, Synergy_Bliss=3.75, Synergy_Loewe=1.93, Synergy_HSA=1.44. (6) Drug 1: CNC(=O)C1=CC=CC=C1SC2=CC3=C(C=C2)C(=NN3)C=CC4=CC=CC=N4. Drug 2: C1=NC2=C(N1)C(=S)N=C(N2)N. Cell line: CCRF-CEM. Synergy scores: CSS=48.8, Synergy_ZIP=0.243, Synergy_Bliss=-1.20, Synergy_Loewe=-8.45, Synergy_HSA=-0.145.